From a dataset of Forward reaction prediction with 1.9M reactions from USPTO patents (1976-2016). Predict the product of the given reaction. (1) Given the reactants [Cl:1][C:2]1[CH:19]=[CH:18][C:5]([CH2:6][N:7]2[C:11]3[CH:12]=[CH:13][C:14]([CH:16]=O)=[CH:15][C:10]=3[N:9]=[N:8]2)=[C:4]([C:20]([F:23])([F:22])[F:21])[CH:3]=1.[NH:24]1[CH:28]=[N:27][C:26]([CH2:29][N:30]2[C:34](=[O:35])[CH2:33][S:32][C:31]2=[O:36])=[N:25]1, predict the reaction product. The product is: [Cl:1][C:2]1[CH:19]=[CH:18][C:5]([CH2:6][N:7]2[C:11]3[CH:12]=[CH:13][C:14](/[CH:16]=[C:33]4/[C:34](=[O:35])[N:30]([CH2:29][C:26]5[N:27]=[CH:28][NH:24][N:25]=5)[C:31](=[O:36])[S:32]/4)=[CH:15][C:10]=3[N:9]=[N:8]2)=[C:4]([C:20]([F:23])([F:21])[F:22])[CH:3]=1. (2) Given the reactants [F:1][C:2]1[CH:7]=[CH:6][C:5]([CH2:8][C:9]2[CH:18]=[C:17]3[C:12]([C:13]([OH:25])=[C:14]([C:20](OCC)=[O:21])[C:15](=[O:19])[NH:16]3)=[N:11][CH:10]=2)=[CH:4][CH:3]=1.[NH2:26][CH2:27][CH2:28][CH2:29][N:30]1[CH2:34][CH2:33][CH2:32][C:31]1=[O:35], predict the reaction product. The product is: [F:1][C:2]1[CH:7]=[CH:6][C:5]([CH2:8][C:9]2[CH:18]=[C:17]3[C:12]([C:13]([OH:25])=[C:14]([C:20]([NH:26][CH2:27][CH2:28][CH2:29][N:30]4[CH2:34][CH2:33][CH2:32][C:31]4=[O:35])=[O:21])[C:15](=[O:19])[NH:16]3)=[N:11][CH:10]=2)=[CH:4][CH:3]=1. (3) Given the reactants [F:1][C:2]1[CH:7]=[CH:6][C:5]([C@@H:8]2[C:12]3([CH2:17][CH2:16][NH:15][CH2:14][CH2:13]3)[C:11](=[O:18])[NH:10][CH2:9]2)=[CH:4][CH:3]=1.O=[CH:20][C@@H:21]([NH:23][C:24](=[O:30])[O:25][C:26]([CH3:29])([CH3:28])[CH3:27])[CH3:22].C1COCC1.C(O[BH-](OC(=O)C)OC(=O)C)(=O)C.[Na+], predict the reaction product. The product is: [F:1][C:2]1[CH:7]=[CH:6][C:5]([C@@H:8]2[C:12]3([CH2:13][CH2:14][N:15]([CH2:22][C@@H:21]([NH:23][C:24](=[O:30])[O:25][C:26]([CH3:27])([CH3:29])[CH3:28])[CH3:20])[CH2:16][CH2:17]3)[C:11](=[O:18])[NH:10][CH2:9]2)=[CH:4][CH:3]=1. (4) The product is: [CH3:32][S:33]([O:23][CH2:22][C@@H:14]1[C:15]2[C:20](=[CH:19][CH:18]=[CH:17][CH:16]=2)[CH2:21][C@H:13]1[NH:12][C:10]([C:6]1[NH:5][C:4]2[C:3]([Cl:24])=[C:2]([Cl:1])[S:9][C:8]=2[CH:7]=1)=[O:11])(=[O:35])=[O:34]. Given the reactants [Cl:1][C:2]1[S:9][C:8]2[CH:7]=[C:6]([C:10]([NH:12][C@@H:13]3[CH2:21][C:20]4[C:15](=[CH:16][CH:17]=[CH:18][CH:19]=4)[C@H:14]3[CH2:22][OH:23])=[O:11])[NH:5][C:4]=2[C:3]=1[Cl:24].C(N(CC)CC)C.[CH3:32][S:33](Cl)(=[O:35])=[O:34], predict the reaction product. (5) Given the reactants [OH-].[Na+].[N+:3]([CH3:6])([O-:5])=[O:4].[CH3:7][CH:8]([CH2:11][CH2:12][CH2:13]C)[CH:9]=[O:10].[CH2:15](O)C, predict the reaction product. The product is: [CH3:7][CH:8]([CH2:11][CH:12]([CH3:13])[CH3:15])[CH:9]([OH:10])[CH2:6][N+:3]([O-:5])=[O:4]. (6) The product is: [Cl:14][C:15]1[CH:16]=[C:17]([S:22]([N:25]([CH2:35][C:36]([O:38][C:39]([CH3:42])([CH3:41])[CH3:40])=[O:37])[C:26]2[CH:27]=[C:28]3[C:32](=[CH:33][CH:34]=2)[N:31]([C:1](=[O:2])[NH:47][CH2:46][CH2:45][N:44]([CH3:48])[CH3:43])[CH2:30][CH2:29]3)(=[O:24])=[O:23])[CH:18]=[C:19]([Cl:21])[CH:20]=1. Given the reactants [C:1](Cl)(Cl)=[O:2].C(N(C(C)C)CC)(C)C.[Cl:14][C:15]1[CH:16]=[C:17]([S:22]([N:25]([CH2:35][C:36]([O:38][C:39]([CH3:42])([CH3:41])[CH3:40])=[O:37])[C:26]2[CH:27]=[C:28]3[C:32](=[CH:33][CH:34]=2)[NH:31][CH2:30][CH2:29]3)(=[O:24])=[O:23])[CH:18]=[C:19]([Cl:21])[CH:20]=1.[CH3:43][N:44]([CH3:48])[CH2:45][CH2:46][NH2:47], predict the reaction product.